Dataset: Catalyst prediction with 721,799 reactions and 888 catalyst types from USPTO. Task: Predict which catalyst facilitates the given reaction. (1) Reactant: [ClH:1].CCOC(C)=O.[CH2:8]([N:10]([CH2:18][CH2:19][C:20]1[CH:24]=[CH:23][N:22]([C:25]2[CH:30]=[CH:29][C:28]([F:31])=[CH:27][N:26]=2)[N:21]=1)C(=O)OC(C)(C)C)[CH3:9]. Product: [ClH:1].[CH2:8]([NH:10][CH2:18][CH2:19][C:20]1[CH:24]=[CH:23][N:22]([C:25]2[CH:30]=[CH:29][C:28]([F:31])=[CH:27][N:26]=2)[N:21]=1)[CH3:9]. The catalyst class is: 25. (2) Reactant: [Cl:1][C:2]1[CH:3]=[C:4]([NH:9][C:10]2[N:15]=[C:14]([NH:16][CH:17]3[CH2:19][CH2:18]3)[N:13]=[C:12]([S:20][CH2:21][C:22]([NH2:24])=[O:23])[C:11]=2[C:25]#[N:26])[CH:5]=[CH:6][C:7]=1[Cl:8].C[O-].[Na+]. Product: [NH2:26][C:25]1[C:11]2[C:10]([NH:9][C:4]3[CH:5]=[CH:6][C:7]([Cl:8])=[C:2]([Cl:1])[CH:3]=3)=[N:15][C:14]([NH:16][CH:17]3[CH2:18][CH2:19]3)=[N:13][C:12]=2[S:20][C:21]=1[C:22]([NH2:24])=[O:23]. The catalyst class is: 8.